From a dataset of Catalyst prediction with 721,799 reactions and 888 catalyst types from USPTO. Predict which catalyst facilitates the given reaction. (1) Reactant: CC(C)=[O:3].OS(O)(=O)=O.O=[Cr](=O)=O.[CH2:14]1[O:24][C:23]2[C:16](=[C:17]([CH:20]=[CH:21][CH:22]=2)[CH:18]=[O:19])[O:15]1. Product: [CH2:14]1[O:24][C:23]2[C:16](=[C:17]([CH:20]=[CH:21][CH:22]=2)[C:18]([OH:3])=[O:19])[O:15]1. The catalyst class is: 21. (2) Reactant: [F:1][C:2]([F:15])([F:14])[C:3]1[CH:4]=[CH:5][C:6]2[O:10][CH:9]=[C:8]([CH2:11][OH:12])[C:7]=2[CH:13]=1.I[CH2:17]I.C([Zn]CC)C. Product: [F:15][C:2]([F:14])([F:1])[C:3]1[CH:4]=[CH:5][C:6]2[O:10][CH:9]3[CH2:17][C:8]3([CH2:11][OH:12])[C:7]=2[CH:13]=1. The catalyst class is: 4. (3) Reactant: [CH3:1][O:2][C:3]1[C:12]2[N:11]=[CH:10]O[C:8](=[O:13])[C:7]=2[CH:6]=[CH:5][CH:4]=1.[NH2:14][C:15]1[CH:16]=[C:17]([NH:22][C:23](=[O:29])[O:24][C:25]([CH3:28])([CH3:27])[CH3:26])[CH:18]=[CH:19][C:20]=1[CH3:21]. Product: [CH3:1][O:2][C:3]1[CH:4]=[CH:5][CH:6]=[C:7]2[C:12]=1[N:11]=[CH:10][N:14]([C:15]1[CH:16]=[C:17]([NH:22][C:23](=[O:29])[O:24][C:25]([CH3:27])([CH3:26])[CH3:28])[CH:18]=[CH:19][C:20]=1[CH3:21])[C:8]2=[O:13]. The catalyst class is: 11. (4) Reactant: [F:1][C:2]([F:21])([C:8]1[CH:13]=[CH:12][CH:11]=[C:10]([CH2:14][N:15]2[CH2:20][CH2:19][O:18][CH2:17][CH2:16]2)[CH:9]=1)[C:3]([O:5]CC)=[O:4].O.[OH-].[Li+]. Product: [F:21][C:2]([F:1])([C:8]1[CH:13]=[CH:12][CH:11]=[C:10]([CH2:14][N:15]2[CH2:16][CH2:17][O:18][CH2:19][CH2:20]2)[CH:9]=1)[C:3]([OH:5])=[O:4]. The catalyst class is: 364. (5) Reactant: [CH2:1]([N:4]([CH2:21][CH2:22][CH3:23])[C:5]([C:7]1[CH:8]=[C:9]([CH:13]=[C:14]([C:16]2[NH:17][CH:18]=[CH:19][N:20]=2)[CH:15]=1)[C:10]([OH:12])=O)=[O:6])[CH2:2][CH3:3].C(N(C(C)C)CC)(C)C.CN(C(ON1N=NC2C=CC=CC1=2)=[N+](C)C)C.F[P-](F)(F)(F)(F)F.[NH2:57][C@@H:58]([CH2:72][C:73]1[CH:78]=[C:77]([F:79])[CH:76]=[C:75]([F:80])[CH:74]=1)[C@H:59]([OH:71])[CH2:60][NH:61][CH2:62][C:63]1[CH:68]=[CH:67][CH:66]=[C:65]([CH2:69][CH3:70])[CH:64]=1. Product: [F:79][C:77]1[CH:78]=[C:73]([CH:74]=[C:75]([F:80])[CH:76]=1)[CH2:72][C@H:58]([NH:57][C:10](=[O:12])[C:9]1[CH:13]=[C:14]([C:16]2[NH:17][CH:18]=[CH:19][N:20]=2)[CH:15]=[C:7]([C:5]([N:4]([CH2:1][CH2:2][CH3:3])[CH2:21][CH2:22][CH3:23])=[O:6])[CH:8]=1)[C@H:59]([OH:71])[CH2:60][NH:61][CH2:62][C:63]1[CH:68]=[CH:67][CH:66]=[C:65]([CH2:69][CH3:70])[CH:64]=1. The catalyst class is: 2. (6) Reactant: [CH3:1][C:2]1[CH:7]=[CH:6][C:5]([S:8]([O:11][CH2:12][CH:13]2[CH2:17][C:16]3[CH:18]=[CH:19][CH:20]=[C:21](Br)[C:15]=3[O:14]2)(=[O:10])=[O:9])=[CH:4][CH:3]=1.[Cl:23][C:24]1[CH:25]=[C:26](B(O)O)[CH:27]=[CH:28][CH:29]=1.C(=O)([O-])[O-].[K+].[K+].CC1C=CC(S(OCC2CC3C(C4C=CC=CC=4)=CC=CC=3O2)(=O)=O)=CC=1. Product: [CH3:1][C:2]1[CH:7]=[CH:6][C:5]([S:8]([O:11][CH2:12][CH:13]2[CH2:17][C:16]3[CH:18]=[CH:19][CH:20]=[C:21]([C:28]4[CH:27]=[CH:26][CH:25]=[C:24]([Cl:23])[CH:29]=4)[C:15]=3[O:14]2)(=[O:10])=[O:9])=[CH:4][CH:3]=1. The catalyst class is: 608. (7) Reactant: [CH2:1]([O:8][C:9]1[CH:14]=[C:13](I)[CH:12]=[CH:11][C:10]=1[N:16]1[S:20](=[O:22])(=[O:21])[NH:19][C:18](=[O:23])[CH2:17]1)[C:2]1[CH:7]=[CH:6][CH:5]=[CH:4][CH:3]=1.[CH:24](/B(O)O)=[CH:25]\[CH2:26][CH2:27][CH2:28][CH3:29].C([O-])([O-])=O.[Na+].[Na+]. Product: [CH2:1]([O:8][C:9]1[CH:14]=[C:13](/[CH:24]=[CH:25]/[CH2:26][CH2:27][CH2:28][CH3:29])[CH:12]=[CH:11][C:10]=1[N:16]1[S:20](=[O:22])(=[O:21])[NH:19][C:18](=[O:23])[CH2:17]1)[C:2]1[CH:7]=[CH:6][CH:5]=[CH:4][CH:3]=1. The catalyst class is: 57.